From a dataset of Forward reaction prediction with 1.9M reactions from USPTO patents (1976-2016). Predict the product of the given reaction. (1) The product is: [F:1][C:2]1[CH:16]=[CH:15][C:5]2[C:6](=[O:14])[C:7]3([O:13][C:4]=2[CH:3]=1)[CH2:11][CH2:10]3. Given the reactants [F:1][C:2]1[CH:16]=[CH:15][C:5]2[C:6](=[O:14])[C:7]3([O:13][C:4]=2[CH:3]=1)[CH2:11][CH2:10]OC3=O.[Cl-].[Na+].CS(C)=O, predict the reaction product. (2) Given the reactants [CH3:1][O:2][C:3](=[O:11])[C:4]1[CH:9]=[CH:8][CH:7]=[N:6][C:5]=1F.Cl.[F:13][C:14]1([F:21])[CH2:19][CH2:18][CH:17]([NH2:20])[CH2:16][CH2:15]1.C(N(CC)CC)C, predict the reaction product. The product is: [F:13][C:14]1([F:21])[CH2:19][CH2:18][CH:17]([NH:20][C:5]2[N:6]=[CH:7][CH:8]=[CH:9][C:4]=2[C:3]([O:2][CH3:1])=[O:11])[CH2:16][CH2:15]1. (3) Given the reactants [O:1]=[C:2]1[CH2:7][CH2:6][CH2:5][C@H:4](/[CH:8]=[CH:9]/[C:10](=[O:18])[CH2:11][C:12]2[CH:17]=[CH:16][CH:15]=[CH:14][CH:13]=2)[N:3]1[CH2:19][C:20]#[C:21][CH2:22][O:23][CH2:24][C:25]#[N:26].[H][H], predict the reaction product. The product is: [O:1]=[C:2]1[CH2:7][CH2:6][CH2:5][C@H:4]([CH2:8][CH2:9][C:10](=[O:18])[CH2:11][C:12]2[CH:17]=[CH:16][CH:15]=[CH:14][CH:13]=2)[N:3]1[CH2:19][CH2:20][CH2:21][CH2:22][O:23][CH2:24][C:25]#[N:26].